This data is from Full USPTO retrosynthesis dataset with 1.9M reactions from patents (1976-2016). The task is: Predict the reactants needed to synthesize the given product. (1) The reactants are: [CH3:1][C:2]1([CH3:12])[CH2:7][NH:6][C:5]2[CH:8]=[CH:9][CH:10]=[CH:11][C:4]=2[O:3]1.[F:13][C:14]([F:25])([F:24])[C:15](O[C:15](=[O:16])[C:14]([F:25])([F:24])[F:13])=[O:16].C(N(CC)CC)C. Given the product [CH3:1][C:2]1([CH3:12])[CH2:7][N:6]([C:15](=[O:16])[C:14]([F:25])([F:24])[F:13])[C:5]2[CH:8]=[CH:9][CH:10]=[CH:11][C:4]=2[O:3]1, predict the reactants needed to synthesize it. (2) The reactants are: C1C=CC(P(C2C=CC=CC=2)C2C=CC=CC=2)=CC=1.[C:20]1(=[O:30])[NH:24][C:23](=[O:25])[C:22]2=[CH:26][CH:27]=[CH:28][CH:29]=[C:21]12.[C:31]([NH:39][C:40]1[C:41]2[N:42]=[CH:43][N:44]([C:53]=2[N:54]=[CH:55][N:56]=1)[C@@H:45]1[O:52][C@H:49]([CH2:50]O)[C@@H:47]([OH:48])[CH2:46]1)(=[O:38])[C:32]1[CH:37]=[CH:36][CH:35]=[CH:34][CH:33]=1.N(C(OC(C)C)=O)=NC(OC(C)C)=O. Given the product [C:20]1(=[O:30])[N:24]([CH2:50][C@H:49]2[O:52][C@@H:45]([N:44]3[C:53]4[N:54]=[CH:55][N:56]=[C:40]([NH:39][C:31](=[O:38])[C:32]5[CH:37]=[CH:36][CH:35]=[CH:34][CH:33]=5)[C:41]=4[N:42]=[CH:43]3)[CH2:46][C@@H:47]2[OH:48])[C:23](=[O:25])[C:22]2=[CH:26][CH:27]=[CH:28][CH:29]=[C:21]12, predict the reactants needed to synthesize it. (3) The reactants are: CON(C)[C:4](=[O:18])[C@@H:5]([NH:7][C:8](=[O:17])[O:9][CH2:10][C:11]1[CH:16]=[CH:15][CH:14]=[CH:13][CH:12]=1)[CH3:6].[CH3:20][Mg]Br.C1COCC1.C1(C)C=CC=CC=1.O. Given the product [O:18]=[C:4]([CH3:20])[C@@H:5]([NH:7][C:8](=[O:17])[O:9][CH2:10][C:11]1[CH:12]=[CH:13][CH:14]=[CH:15][CH:16]=1)[CH3:6], predict the reactants needed to synthesize it.